Task: Predict the product of the given reaction.. Dataset: Forward reaction prediction with 1.9M reactions from USPTO patents (1976-2016) Given the reactants [N:1]1([C:5]2[CH:10]=[CH:9][N:8]3[CH:11]=[C:12]([C:14]4[CH:19]=[CH:18][C:17]([OH:20])=[CH:16][CH:15]=4)[N:13]=[C:7]3[CH:6]=2)[CH2:4][CH2:3][CH2:2]1.Br[CH2:22][CH2:23][F:24].C([O-])([O-])=O.[Cs+].[Cs+].CN(C=O)C, predict the reaction product. The product is: [N:1]1([C:5]2[CH:10]=[CH:9][N:8]3[CH:11]=[C:12]([C:14]4[CH:19]=[CH:18][C:17]([O:20][CH2:22][CH2:23][F:24])=[CH:16][CH:15]=4)[N:13]=[C:7]3[CH:6]=2)[CH2:2][CH2:3][CH2:4]1.